Dataset: Ames mutagenicity test results for genotoxicity prediction. Task: Regression/Classification. Given a drug SMILES string, predict its toxicity properties. Task type varies by dataset: regression for continuous values (e.g., LD50, hERG inhibition percentage) or binary classification for toxic/non-toxic outcomes (e.g., AMES mutagenicity, cardiotoxicity, hepatotoxicity). Dataset: ames. The molecule is CC(=O)/C=C\c1ccc2c(c1)OCO2. The result is 0 (non-mutagenic).